From a dataset of CYP2D6 inhibition data for predicting drug metabolism from PubChem BioAssay. Regression/Classification. Given a drug SMILES string, predict its absorption, distribution, metabolism, or excretion properties. Task type varies by dataset: regression for continuous measurements (e.g., permeability, clearance, half-life) or binary classification for categorical outcomes (e.g., BBB penetration, CYP inhibition). Dataset: cyp2d6_veith. (1) The molecule is COC(=O)C/C=C\[C@@H](C)[C@@H](/C=N\OC[C@@H](O)[C@H]1O[C@H]2OC(C)(C)O[C@H]2[C@@H]1O)NS(=O)(=O)c1ccc(C)cc1. The result is 0 (non-inhibitor). (2) The compound is Cn1c(C(=O)N2COCC2(C)C)cc2c(=O)n3ccccc3nc21. The result is 0 (non-inhibitor). (3) The compound is CCn1c(SCC(=O)NC2CCCCC2)nnc1-c1cc2cccc(OC)c2o1. The result is 0 (non-inhibitor). (4) The compound is O=C(/C=C\c1ccc(O)c(O)c1)O[C@@H](Cc1ccc(O)c(O)c1)C(=O)O. The result is 0 (non-inhibitor). (5) The compound is Cc1ccccc1-c1nc(NC2CCNCC2)c2ccccc2n1. The result is 0 (non-inhibitor). (6) The drug is C#CCCCO/N=C1/C[C@@H](O)[C@@H](O)[C@@H]2[C@@H]3C(=O)N(C(C)(C)C)C(=O)[C@H]3CC[C@@H]12. The result is 1 (inhibitor). (7) The drug is O=C(/C=C/c1ccccc1)NNC(=O)c1cccnc1. The result is 0 (non-inhibitor). (8) The drug is CCn1cc(C(=O)[O-])c(=O)c2ccc(C)nc21.[Na+]. The result is 0 (non-inhibitor). (9) The compound is Clc1ccccc1-c1nccc(NCc2cccs2)n1. The result is 1 (inhibitor). (10) The drug is O=C(N/N=C/c1ccc2cccc(OCc3ccccc3)c2n1)c1ccc(Br)cc1. The result is 0 (non-inhibitor).